From a dataset of Catalyst prediction with 721,799 reactions and 888 catalyst types from USPTO. Predict which catalyst facilitates the given reaction. (1) Reactant: C(OC([N:8]1[CH2:14][C:13]2[CH:15]=[CH:16][CH:17]=[C:18]([C:19]([OH:21])=[O:20])[C:12]=2[O:11][CH2:10][CH2:9]1)=O)(C)(C)C.C(OCC)(=O)C.[ClH:28]. Product: [ClH:28].[O:11]1[C:12]2[C:18]([C:19]([OH:21])=[O:20])=[CH:17][CH:16]=[CH:15][C:13]=2[CH2:14][NH:8][CH2:9][CH2:10]1. The catalyst class is: 13. (2) Reactant: [CH2:1]([C:8]1[C:13](=[O:14])[N:12]2[CH2:15][CH2:16][CH2:17][CH2:18][C:11]2=[N:10][C:9]=1[CH:19]([OH:22])[CH2:20][CH3:21])[C:2]1[CH:7]=[CH:6][CH:5]=[CH:4][CH:3]=1.C(N(CC)CC)C.[CH3:30][S:31](Cl)(=[O:33])=[O:32]. The catalyst class is: 2. Product: [CH3:30][S:31]([O:22][CH:19]([C:9]1[N:10]=[C:11]2[CH2:18][CH2:17][CH2:16][CH2:15][N:12]2[C:13](=[O:14])[C:8]=1[CH2:1][C:2]1[CH:7]=[CH:6][CH:5]=[CH:4][CH:3]=1)[CH2:20][CH3:21])(=[O:33])=[O:32]. (3) Reactant: CN1CCOCC1.[CH3:8][N:9]([CH3:27])[C:10]1[CH:15]=[CH:14][C:13]([CH2:16][C:17]([N:19]2[CH2:26][CH2:25][CH2:24][C@@H:20]2[C:21]([OH:23])=O)=[O:18])=[CH:12][CH:11]=1.ClC(OCC)=O.Cl.[Br:35][C:36]1[CH:50]=[C:49]([Cl:51])[CH:48]=[CH:47][C:37]=1[CH2:38][O:39][C:40]1[CH:46]=[CH:45][CH:44]=[CH:43][C:41]=1[NH2:42]. Product: [Br:35][C:36]1[CH:50]=[C:49]([Cl:51])[CH:48]=[CH:47][C:37]=1[CH2:38][O:39][C:40]1[CH:46]=[CH:45][CH:44]=[CH:43][C:41]=1[NH:42][C:21]([C@H:20]1[CH2:24][CH2:25][CH2:26][N:19]1[C:17](=[O:18])[CH2:16][C:13]1[CH:12]=[CH:11][C:10]([N:9]([CH3:8])[CH3:27])=[CH:15][CH:14]=1)=[O:23]. The catalyst class is: 226. (4) Reactant: [H-].[Na+].[CH3:3][CH:4]([OH:6])[CH3:5].Br[C:8]1[C:17]2[C:12](=[CH:13][C:14]([OH:18])=[CH:15][CH:16]=2)[CH:11]=[C:10]([NH:19][C:20]2[CH:24]=[C:23]([CH3:25])[NH:22][N:21]=2)[N:9]=1. Product: [CH:4]([O:6][C:8]1[C:17]2[C:12](=[CH:13][C:14]([OH:18])=[CH:15][CH:16]=2)[CH:11]=[C:10]([NH:19][C:20]2[CH:24]=[C:23]([CH3:25])[NH:22][N:21]=2)[N:9]=1)([CH3:5])[CH3:3]. The catalyst class is: 15. (5) Reactant: [OH-].[Na+].[NH2:3][C:4]1[C:5]2[C:12]([C:13]3[CH:14]=[N:15][C:16]4[C:21]([CH:22]=3)=[CH:20][CH:19]=[CH:18][CH:17]=4)=[C:11](Br)[N:10]([CH2:24][CH2:25][C@@H:26]([NH:29][C:30](=[O:36])[O:31][C:32]([CH3:35])([CH3:34])[CH3:33])[CH:27]=[CH2:28])[C:6]=2[N:7]=[CH:8][N:9]=1. Product: [NH2:3][C:4]1[C:5]2[C:12]([C:13]3[CH:14]=[N:15][C:16]4[C:21]([CH:22]=3)=[CH:20][CH:19]=[CH:18][CH:17]=4)=[C:11]3[N:10]([C:6]=2[N:7]=[CH:8][N:9]=1)[CH2:24][CH2:25][C@@H:26]([NH:29][C:30](=[O:36])[O:31][C:32]([CH3:35])([CH3:34])[CH3:33])[C:27]3=[CH2:28]. The catalyst class is: 1. (6) Reactant: [C:1]([C:3]1[N:8]=[CH:7][C:6]([S:9]([NH2:12])(=[O:11])=[O:10])=[CH:5][CH:4]=1)#N.[C:13](=O)(O)[O-:14].[Na+].C[OH:19]. Product: [NH2:12][S:9]([C:6]1[CH:5]=[CH:4][C:3]([C:1]([O:14][CH3:13])=[O:19])=[N:8][CH:7]=1)(=[O:11])=[O:10]. The catalyst class is: 126. (7) Reactant: [C:1]([Si:5]([CH3:25])([CH3:24])[O:6][CH:7]([C:9]([CH3:23])([CH:21]=[CH2:22])[C:10](N1[C@@H](C(C)C)COC1=O)=[O:11])[CH3:8])([CH3:4])([CH3:3])[CH3:2].[OH:26]O.O.[OH-].[Li+]. Product: [C:1]([Si:5]([CH3:25])([CH3:24])[O:6][CH:7]([C:9]([CH3:23])([CH:21]=[CH2:22])[C:10]([OH:11])=[O:26])[CH3:8])([CH3:2])([CH3:3])[CH3:4]. The catalyst class is: 30.